Dataset: Full USPTO retrosynthesis dataset with 1.9M reactions from patents (1976-2016). Task: Predict the reactants needed to synthesize the given product. Given the product [Br:11][CH2:1][C:2]1[CH:6]=[CH:5][S:4][C:3]=1[C:7]([O:9][CH3:10])=[O:8], predict the reactants needed to synthesize it. The reactants are: [CH3:1][C:2]1[CH:6]=[CH:5][S:4][C:3]=1[C:7]([O:9][CH3:10])=[O:8].[Br:11]N1C(=O)CCC1=O.N(C(C)(C)C#N)=NC(C)(C)C#N.